This data is from Catalyst prediction with 721,799 reactions and 888 catalyst types from USPTO. The task is: Predict which catalyst facilitates the given reaction. (1) Reactant: Br[C:2]1[CH:17]=[CH:16][C:5]([O:6][C:7]2[C:12]3[CH:13]=[CH:14][O:15][C:11]=3[CH:10]=[CH:9][N:8]=2)=[CH:4][C:3]=1[CH3:18].[CH3:19][C:20]1([CH3:36])[C:24]([CH3:26])([CH3:25])[O:23][B:22]([B:22]2[O:23][C:24]([CH3:26])([CH3:25])[C:20]([CH3:36])([CH3:19])[O:21]2)[O:21]1.C([O-])(=O)C.[K+]. Product: [CH3:18][C:3]1[CH:4]=[C:5]([CH:16]=[CH:17][C:2]=1[B:22]1[O:23][C:24]([CH3:26])([CH3:25])[C:20]([CH3:36])([CH3:19])[O:21]1)[O:6][C:7]1[C:12]2[CH:13]=[CH:14][O:15][C:11]=2[CH:10]=[CH:9][N:8]=1. The catalyst class is: 75. (2) Reactant: [Cl:1][CH2:2][CH:3]=O.[NH2:5][C:6]1[CH:11]=[CH:10][CH:9]=[C:8]([NH2:12])[N:7]=1. Product: [ClH:1].[N:5]1[CH:2]=[CH:3][N:7]2[C:8]([NH2:12])=[CH:9][CH:10]=[CH:11][C:6]=12. The catalyst class is: 21. (3) Product: [C:12]([O:16][C:17]([N:19]1[CH:24]2[CH2:25][CH2:26][CH:20]1[CH2:21][C:22]([OH:27])([C:2]1[CH:11]=[CH:10][C:9]3[C:4](=[CH:5][CH:6]=[CH:7][CH:8]=3)[CH:3]=1)[CH2:23]2)=[O:18])([CH3:15])([CH3:13])[CH3:14]. The catalyst class is: 1. Reactant: Br[C:2]1[CH:11]=[CH:10][C:9]2[C:4](=[CH:5][CH:6]=[CH:7][CH:8]=2)[CH:3]=1.[C:12]([O:16][C:17]([N:19]1[CH:24]2[CH2:25][CH2:26][CH:20]1[CH2:21][C:22](=[O:27])[CH2:23]2)=[O:18])([CH3:15])([CH3:14])[CH3:13]. (4) Reactant: [OH:1][C:2]1[CH:10]=[CH:9][C:8]([O:11][C:12]2[CH:17]=[CH:16][CH:15]=[CH:14][CH:13]=2)=[CH:7][C:3]=1[CH:4]=[N:5]O. Product: [OH:1][C:2]1[CH:10]=[CH:9][C:8]([O:11][C:12]2[CH:13]=[CH:14][CH:15]=[CH:16][CH:17]=2)=[CH:7][C:3]=1[C:4]#[N:5]. The catalyst class is: 820. (5) Reactant: [C:1]([O:5][C:6]([NH:8][CH2:9][CH2:10][O:11][C:12]1[CH:13]=[C:14]([CH:17]=[CH:18][C:19]=1I)[C:15]#[N:16])=[O:7])([CH3:4])([CH3:3])[CH3:2].[C:21]([O:25][CH2:26][CH3:27])(=[O:24])[CH:22]=[CH2:23].C(N(CC)CC)C.C(OCC)(=O)C. Product: [C:1]([O:5][C:6]([NH:8][CH2:9][CH2:10][O:11][C:12]1[CH:13]=[C:14]([C:15]#[N:16])[CH:17]=[CH:18][C:19]=1[CH:23]=[CH:22][C:21]([O:25][CH2:26][CH3:27])=[O:24])=[O:7])([CH3:4])([CH3:3])[CH3:2]. The catalyst class is: 274. (6) Reactant: O.[OH-].[Li+].[O:4]1[C:8]2[CH:9]=[CH:10][C:11]([CH2:13][N:14]3[CH2:18][C@H:17]([N:19]([C:29](=[O:35])[CH2:30][C:31]([CH3:34])([CH3:33])[CH3:32])[CH2:20][C:21]4[CH:26]=[CH:25][CH:24]=[C:23]([O:27][CH3:28])[CH:22]=4)[CH2:16][C@H:15]3[C:36]([O:38]C)=[O:37])=[CH:12][C:7]=2[O:6][CH2:5]1.CO. Product: [O:4]1[C:8]2[CH:9]=[CH:10][C:11]([CH2:13][N:14]3[CH2:18][C@H:17]([N:19]([C:29](=[O:35])[CH2:30][C:31]([CH3:34])([CH3:32])[CH3:33])[CH2:20][C:21]4[CH:26]=[CH:25][CH:24]=[C:23]([O:27][CH3:28])[CH:22]=4)[CH2:16][C@H:15]3[C:36]([OH:38])=[O:37])=[CH:12][C:7]=2[O:6][CH2:5]1. The catalyst class is: 6.